From a dataset of CYP2C9 inhibition data for predicting drug metabolism from PubChem BioAssay. Regression/Classification. Given a drug SMILES string, predict its absorption, distribution, metabolism, or excretion properties. Task type varies by dataset: regression for continuous measurements (e.g., permeability, clearance, half-life) or binary classification for categorical outcomes (e.g., BBB penetration, CYP inhibition). Dataset: cyp2c9_veith. (1) The drug is O=C(O)CSc1ccn(Cc2ccccc2)c1. The result is 0 (non-inhibitor). (2) The molecule is OCCN1CCN(C(=S)c2ccc(Br)cc2)CC1. The result is 0 (non-inhibitor). (3) The molecule is Cc1cc(C)cc(N(CC(=O)NCCSc2ccccn2)S(=O)(=O)c2ccccc2)c1. The result is 1 (inhibitor).